Dataset: Experimentally validated miRNA-target interactions with 360,000+ pairs, plus equal number of negative samples. Task: Binary Classification. Given a miRNA mature sequence and a target amino acid sequence, predict their likelihood of interaction. (1) The miRNA is mmu-miR-3105-5p with sequence AGAGCAAGCCCGUAAGCAGCGU. The protein sequence of the target gene is MSATRAKKVKMATKSCPECDQQIPVACKSCPCGYIFISRKLLNAKHSEKSPPSTENKHEAKRRRTERVRREKINSTVNKDLENRKRSRSNSHSDHIRRGRGRPKSSSAKKHEEEREKQEKEIDIYANLSDEKAFVFSVALAEINRKIINQRLIL. Result: 0 (no interaction). (2) The miRNA is hsa-miR-625-5p with sequence AGGGGGAAAGUUCUAUAGUCC. The protein sequence of the target gene is MAEAEGESLESWLNKATNPSNRQEDWEYIIGFCDQINKELEGPQIAVRLLAHKIQSPQEWEAVQALTVLEACMKNCGRRLHNEVGKFRFLNELIKVVSPKYLGDRVSEKVKTKVIELLFSWTLALPEEAKIKDAYHMLKRQGIVQSDPPIPMDRTLIPSPPPRPKNPVFDDEEKSKLLARLLKSKNPDDLQEANRLIKSMVKEDEARIQKVTKRLHTLEEVNNNVKLLHEMLLHYSQEYSSDADKELMKELFDRCENKRRTLFKLASETEDNDNSLGDILQASDNLSRVINSYKTIIEGQ.... Result: 0 (no interaction).